This data is from Forward reaction prediction with 1.9M reactions from USPTO patents (1976-2016). The task is: Predict the product of the given reaction. (1) The product is: [F:17][C:16]([F:19])([F:18])[C:13]1[CH:14]=[CH:15][C:9]2[O:8][C:7]([C:4]3[CH:5]=[CH:6][N+:1]([O-:28])=[CH:2][CH:3]=3)=[N:11][C:10]=2[CH:12]=1. Given the reactants [N:1]1[CH:6]=[CH:5][C:4]([C:7]2[O:8][C:9]3[CH:15]=[CH:14][C:13]([C:16]([F:19])([F:18])[F:17])=[CH:12][C:10]=3[N:11]=2)=[CH:3][CH:2]=1.ClC1C=CC=C(C(OO)=[O:28])C=1, predict the reaction product. (2) Given the reactants [CH3:1][O:2][C:3](=[O:13])[O:4][C:5]1[CH:10]=[CH:9][C:8]([F:11])=[CH:7][C:6]=1[CH3:12].[N+:14]([O-])([O-:16])=[O:15].[K+], predict the reaction product. The product is: [CH3:1][O:2][C:3](=[O:13])[O:4][C:5]1[CH:10]=[C:9]([N+:14]([O-:16])=[O:15])[C:8]([F:11])=[CH:7][C:6]=1[CH3:12]. (3) The product is: [C:14]([C:11]1[O:10][C:9]([S:6]([NH2:5])(=[O:8])=[O:7])=[CH:13][CH:12]=1)#[N:15]. Given the reactants C([NH:5][S:6]([C:9]1[O:10][C:11]([C:14]#[N:15])=[CH:12][CH:13]=1)(=[O:8])=[O:7])(C)(C)C, predict the reaction product. (4) Given the reactants [Br:1][C:2]1[CH:7]=[C:6]([F:8])[CH:5]=[CH:4][C:3]=1[CH2:9][C:10]([OH:12])=O.[CH3:13][NH:14][C@H:15]1[CH2:34][N:19]2[C:20]3[C:25]([C:26]([CH2:27][C:28]([O:30]CCC)=[O:29])=[C:18]2[CH2:17][CH2:16]1)=[CH:24][CH:23]=[CH:22][CH:21]=3, predict the reaction product. The product is: [Br:1][C:2]1[CH:7]=[C:6]([F:8])[CH:5]=[CH:4][C:3]=1[CH2:9][C:10]([N:14]([CH3:13])[C@H:15]1[CH2:34][N:19]2[C:20]3[C:25]([C:26]([CH2:27][C:28]([OH:30])=[O:29])=[C:18]2[CH2:17][CH2:16]1)=[CH:24][CH:23]=[CH:22][CH:21]=3)=[O:12]. (5) The product is: [CH:1]1([C:4]2[CH:9]=[CH:8][N:7]=[C:6]([NH:10][C:11]3[N:16]=[C:15]([C:17]4[S:21][C:20]([C:22]5([OH:33])[CH2:27][CH2:26][CH:25]([C:28]([OH:30])=[O:29])[C:24]([CH3:31])([CH3:32])[CH2:23]5)=[N:19][CH:18]=4)[CH:14]=[C:13]([CH3:34])[CH:12]=3)[CH:5]=2)[CH2:2][CH2:3]1. Given the reactants [CH:1]1([C:4]2[CH:9]=[CH:8][N:7]=[C:6]([NH:10][C:11]3[N:16]=[C:15]([C:17]4[S:21][C:20]([C:22]5([OH:33])[CH2:27][CH2:26][CH:25]([C:28]([O-:30])=[O:29])[C:24]([CH3:32])([CH3:31])[CH2:23]5)=[N:19][CH:18]=4)[CH:14]=[C:13]([CH3:34])[CH:12]=3)[CH:5]=2)[CH2:3][CH2:2]1.[OH-].[Li+].Cl, predict the reaction product. (6) The product is: [Br:1][C:2]1[CH:3]=[CH:4][C:5]([CH2:8][C:9]([NH:54][C:57]([NH:62][CH2:61][C:60]([F:64])([F:63])[F:59])=[O:42])([C:24]2[CH:29]=[CH:28][CH:27]=[C:26]([O:30][C:31]([F:34])([F:32])[F:33])[CH:25]=2)[C:13]2[CH:18]=[CH:17][CH:16]=[C:15]([O:19][C:20]([F:23])([F:22])[F:21])[CH:14]=2)=[CH:6][CH:7]=1. Given the reactants [Br:1][C:2]1[CH:7]=[CH:6][C:5]([CH2:8][C:9]([C:24]2[CH:29]=[CH:28][CH:27]=[C:26]([O:30][C:31]([F:34])([F:33])[F:32])[CH:25]=2)([C:13]2[CH:18]=[CH:17][CH:16]=[C:15]([O:19][C:20]([F:23])([F:22])[F:21])[CH:14]=2)C(O)=O)=[CH:4][CH:3]=1.C1(P(N=[N+]=[N-])(C2C=CC=CC=2)=[O:42])C=CC=CC=1.C([N:54]([CH2:57]C)CC)C.[F:59][C:60]([F:64])([F:63])[CH2:61][NH2:62], predict the reaction product. (7) The product is: [N:1]1[C:10]2[C:5](=[CH:6][CH:7]=[CH:8][CH:9]=2)[CH:4]=[CH:3][C:2]=1[CH2:11][O:12][C:13]1[CH:14]=[C:15]([CH:26]=[CH:27][CH:28]=1)[O:16][CH2:17][C:18]1[CH:19]=[CH:20][C:21]([C:22]2[NH:31][N:30]=[N:29][N:23]=2)=[CH:24][CH:25]=1. Given the reactants [N:1]1[C:10]2[C:5](=[CH:6][CH:7]=[CH:8][CH:9]=2)[CH:4]=[CH:3][C:2]=1[CH2:11][O:12][C:13]1[CH:14]=[C:15]([CH:26]=[CH:27][CH:28]=1)[O:16][CH2:17][C:18]1[CH:25]=[CH:24][C:21]([C:22]#[N:23])=[CH:20][CH:19]=1.[N-:29]=[N+:30]=[N-:31].[Na+].Cl.[NH+]1C=CC=CC=1, predict the reaction product.